The task is: Predict the product of the given reaction.. This data is from Forward reaction prediction with 1.9M reactions from USPTO patents (1976-2016). (1) The product is: [C:9]([C:8]1[CH:11]=[CH:12][C:5]([N:4]([CH2:3][C:2]([F:17])([F:18])[F:1])[C@H:22]([C:23]([N:25]([CH3:27])[CH3:26])=[O:24])[CH2:28][CH2:29][CH3:30])=[CH:6][C:7]=1[C:13]([F:16])([F:14])[F:15])#[N:10]. Given the reactants [F:1][C:2]([F:18])([F:17])[CH2:3][NH:4][C:5]1[CH:12]=[CH:11][C:8]([C:9]#[N:10])=[C:7]([C:13]([F:16])([F:15])[F:14])[CH:6]=1.[H-].[Na+].Br[CH:22]([CH2:28][CH2:29][CH3:30])[C:23]([N:25]([CH3:27])[CH3:26])=[O:24].O, predict the reaction product. (2) Given the reactants Cl[C:2]1[N:3]=[C:4]([N:15]2[CH2:20][CH2:19][O:18][CH2:17][CH2:16]2)[C:5]2[S:10][C:9]([C:11]([OH:14])([CH3:13])[CH3:12])=[CH:8][C:6]=2[N:7]=1.[CH3:21][O:22][C:23]1[CH:28]=[CH:27][C:26](B(O)O)=[CH:25][N:24]=1, predict the reaction product. The product is: [CH3:21][O:22][C:23]1[N:24]=[CH:25][C:26]([C:2]2[N:3]=[C:4]([N:15]3[CH2:20][CH2:19][O:18][CH2:17][CH2:16]3)[C:5]3[S:10][C:9]([C:11]([OH:14])([CH3:13])[CH3:12])=[CH:8][C:6]=3[N:7]=2)=[CH:27][CH:28]=1. (3) The product is: [CH2:27]([O:26][C:24]([C:23]1[NH:35][N:34]=[C:14]([C:11]2[CH:10]=[N:9][N:8]([C:4]3[CH:5]=[CH:6][CH:7]=[C:2]([Cl:1])[CH:3]=3)[C:12]=2[CH3:13])[CH:15]=1)=[O:25])[CH3:28]. Given the reactants [Cl:1][C:2]1[CH:3]=[C:4]([N:8]2[C:12]([CH3:13])=[C:11]([C:14](=O)[CH3:15])[CH:10]=[N:9]2)[CH:5]=[CH:6][CH:7]=1.CC([O-])(C)C.[K+].[C:23](OCC)(=O)[C:24]([O:26][CH2:27][CH3:28])=[O:25].O.[NH2:34][NH2:35].C(O)(=O)C, predict the reaction product. (4) Given the reactants [Cl:1][C:2]1[CH:7]=[CH:6][C:5]([C:8]([C:10]2[CH:14]=[CH:13][S:12][C:11]=2[C:15]2[NH:19][CH:18]=[N:17][N:16]=2)=[O:9])=[CH:4][CH:3]=1.O1CCCC1.[O:25]1[CH:30]=[CH:29][CH2:28][CH2:27][CH2:26]1.O.C1(C)C=CC(S(O)(=O)=O)=CC=1, predict the reaction product. The product is: [Cl:1][C:2]1[CH:7]=[CH:6][C:5]([C:8]([C:10]2[CH:14]=[CH:13][S:12][C:11]=2[C:15]2[N:19]=[CH:18][N:17]([CH:26]3[CH2:27][CH2:28][CH2:29][CH2:30][O:25]3)[N:16]=2)=[O:9])=[CH:4][CH:3]=1.